From a dataset of Full USPTO retrosynthesis dataset with 1.9M reactions from patents (1976-2016). Predict the reactants needed to synthesize the given product. Given the product [CH2:15]([O:1][C:2]1[CH:3]=[C:4]([CH:9]=[C:10]([N+:12]([O-:14])=[O:13])[CH:11]=1)[C:5]([O:7][CH3:8])=[O:6])[CH3:16], predict the reactants needed to synthesize it. The reactants are: [OH:1][C:2]1[CH:3]=[C:4]([CH:9]=[C:10]([N+:12]([O-:14])=[O:13])[CH:11]=1)[C:5]([O:7][CH3:8])=[O:6].[C:15](#N)[CH3:16].C(I)C.C(=O)([O-])[O-].[K+].[K+].